Dataset: Full USPTO retrosynthesis dataset with 1.9M reactions from patents (1976-2016). Task: Predict the reactants needed to synthesize the given product. (1) Given the product [CH3:1][N:2]1[CH2:3][CH2:4][N:5]([C:8]([CH:10]2[CH2:15][CH2:14][N:13]([C:24](=[O:25])[CH2:23][CH:22]([C:16]3[CH:21]=[CH:20][CH:19]=[CH:18][CH:17]=3)[C:27]3[CH:32]=[CH:31][CH:30]=[CH:29][CH:28]=3)[CH2:12][CH2:11]2)=[O:9])[CH2:6][CH2:7]1, predict the reactants needed to synthesize it. The reactants are: [CH3:1][N:2]1[CH2:7][CH2:6][N:5]([C:8]([CH:10]2[CH2:15][CH2:14][NH:13][CH2:12][CH2:11]2)=[O:9])[CH2:4][CH2:3]1.[C:16]1([CH:22]([C:27]2[CH:32]=[CH:31][CH:30]=[CH:29][CH:28]=2)[CH2:23][C:24](O)=[O:25])[CH:21]=[CH:20][CH:19]=[CH:18][CH:17]=1.C(Cl)CCl. (2) Given the product [Cl:1][C:2]1[CH:9]=[CH:8][C:5]([C:6]#[N:7])=[C:4]([C:10]2[C:15]([O:16][CH3:17])=[CH:14][NH:13][C:12](=[O:18])[CH:11]=2)[CH:3]=1, predict the reactants needed to synthesize it. The reactants are: [Cl:1][C:2]1[CH:9]=[CH:8][C:5]([C:6]#[N:7])=[C:4]([C:10]2[C:15]([O:16][CH3:17])=[CH:14][N:13]=[C:12]([O:18]C)[CH:11]=2)[CH:3]=1.Cl.[NH+]1C=CC=CC=1. (3) Given the product [NH2:3][C:4]1[N:8]([CH:9]2[CH2:13][CH2:12][CH2:11][CH2:10]2)[N:7]=[CH:6][C:5]=1[C:14]([NH2:15])=[O:1], predict the reactants needed to synthesize it. The reactants are: [OH:1]O.[NH2:3][C:4]1[N:8]([CH:9]2[CH2:13][CH2:12][CH2:11][CH2:10]2)[N:7]=[CH:6][C:5]=1[C:14]#[N:15].